Dataset: Forward reaction prediction with 1.9M reactions from USPTO patents (1976-2016). Task: Predict the product of the given reaction. Given the reactants [NH2:1][C:2]1[C:3]2[C:10]([C:11]3[CH:16]=[CH:15][CH:14]=[C:13]([O:17][CH2:18][C:19]45[O:25][CH:22]([CH2:23][CH2:24]4)[CH2:21][CH2:20]5)[CH:12]=3)=[CH:9][N:8]([C@@H:26]3[CH2:29][C@H:28]([CH:30]=O)[CH2:27]3)[C:4]=2[N:5]=[CH:6][N:7]=1.[NH:32]1[CH2:39][CH2:38][CH2:37][C@@H:33]1[C:34]([NH2:36])=[O:35], predict the reaction product. The product is: [NH2:1][C:2]1[C:3]2[C:10]([C:11]3[CH:16]=[CH:15][CH:14]=[C:13]([O:17][CH2:18][C:19]45[O:25][CH:22]([CH2:21][CH2:20]4)[CH2:23][CH2:24]5)[CH:12]=3)=[CH:9][N:8]([C@@H:26]3[CH2:29][C@H:28]([CH2:30][N:32]4[CH2:39][CH2:38][CH2:37][C@@H:33]4[C:34]([NH2:36])=[O:35])[CH2:27]3)[C:4]=2[N:5]=[CH:6][N:7]=1.